From a dataset of Full USPTO retrosynthesis dataset with 1.9M reactions from patents (1976-2016). Predict the reactants needed to synthesize the given product. Given the product [CH3:1][O:2][C:3]1[CH:8]=[CH:7][C:6]([NH2:9])=[CH:5][C:4]=1[N:12]1[CH2:17][CH2:16][N:15]([CH2:18][CH2:19][S:20]([CH3:23])(=[O:21])=[O:22])[CH2:14][CH2:13]1, predict the reactants needed to synthesize it. The reactants are: [CH3:1][O:2][C:3]1[CH:8]=[CH:7][C:6]([N+:9]([O-])=O)=[CH:5][C:4]=1[N:12]1[CH2:17][CH2:16][N:15]([CH2:18][CH2:19][S:20]([CH3:23])(=[O:22])=[O:21])[CH2:14][CH2:13]1.